From a dataset of Forward reaction prediction with 1.9M reactions from USPTO patents (1976-2016). Predict the product of the given reaction. (1) Given the reactants [CH:1]([N:4]1[C:9](=[O:10])[CH2:8][C:7](=O)[NH:6][C:5]1=[O:12])([CH3:3])[CH3:2].P(Cl)(Cl)([Cl:15])=O, predict the reaction product. The product is: [Cl:15][C:7]1[NH:6][C:5](=[O:12])[N:4]([CH:1]([CH3:3])[CH3:2])[C:9](=[O:10])[CH:8]=1. (2) Given the reactants Cl.CN(C)CCCN=C=NCC.Cl.[CH:14]12[CH2:23][CH:18]3[CH2:19][CH:20]([CH2:22][CH:16]([CH2:17]3)[CH:15]1[NH2:24])[CH2:21]2.[C:25]([C:29]1[N:33]([C:34]2[CH:39]=[CH:38][C:37]([Cl:40])=[CH:36][C:35]=2[CH3:41])[N:32]=[CH:31][C:30]=1[C:42](O)=[O:43])([CH3:28])([CH3:27])[CH3:26].ON1C2C=CC=CC=2N=N1.C(N(C(C)C)C(C)C)C, predict the reaction product. The product is: [CH:14]12[CH2:23][CH:18]3[CH2:19][CH:20]([CH2:22][CH:16]([CH2:17]3)[CH:15]1[NH:24][C:42]([C:30]1[CH:31]=[N:32][N:33]([C:34]3[CH:39]=[CH:38][C:37]([Cl:40])=[CH:36][C:35]=3[CH3:41])[C:29]=1[C:25]([CH3:28])([CH3:27])[CH3:26])=[O:43])[CH2:21]2. (3) Given the reactants Cl.[O:2]1[C:6]2[CH:7]=[CH:8][CH:9]=[C:10]([CH:11]3[CH2:16][CH2:15][N:14]([CH2:17][CH2:18][C@H:19]4[CH2:24][CH2:23][C@H:22]([NH2:25])[CH2:21][CH2:20]4)[CH2:13][CH2:12]3)[C:5]=2[O:4][CH2:3]1.[CH3:26][C:27]1([C:31](O)=[O:32])[CH2:30][O:29][CH2:28]1, predict the reaction product. The product is: [O:2]1[C:6]2[CH:7]=[CH:8][CH:9]=[C:10]([CH:11]3[CH2:16][CH2:15][N:14]([CH2:17][CH2:18][C@H:19]4[CH2:20][CH2:21][C@H:22]([NH:25][C:31]([C:27]5([CH3:26])[CH2:30][O:29][CH2:28]5)=[O:32])[CH2:23][CH2:24]4)[CH2:13][CH2:12]3)[C:5]=2[O:4][CH2:3]1. (4) Given the reactants [CH3:1][O:2][C:3]1[CH:15]=[CH:14][C:6]([O:7][CH:8]2[CH2:13][CH2:12][NH:11][CH2:10][CH2:9]2)=[CH:5][CH:4]=1.[NH2:16][C:17]1[N:18]=[C:19]([C:39]2[CH:44]=[CH:43][CH:42]=[CH:41][CH:40]=2)[C:20]2[C:29](=[O:30])[C:28]3[C:23](=[C:24](OS(C(F)(F)F)(=O)=O)[CH:25]=[CH:26][CH:27]=3)[C:21]=2[N:22]=1.C(N(C(C)C)CC)(C)C, predict the reaction product. The product is: [NH2:16][C:17]1[N:18]=[C:19]([C:39]2[CH:40]=[CH:41][CH:42]=[CH:43][CH:44]=2)[C:20]2[C:29](=[O:30])[C:28]3[C:23](=[C:24]([N:11]4[CH2:12][CH2:13][CH:8]([O:7][C:6]5[CH:5]=[CH:4][C:3]([O:2][CH3:1])=[CH:15][CH:14]=5)[CH2:9][CH2:10]4)[CH:25]=[CH:26][CH:27]=3)[C:21]=2[N:22]=1.